This data is from Reaction yield outcomes from USPTO patents with 853,638 reactions. The task is: Predict the reaction yield, written as a fraction of the theoretical maximum amount of product (1.0 means a 100% yield; for example, 0.34 means a 34% yield). (1) The reactants are [CH:1]12[CH2:7][CH:4]([CH2:5][CH2:6]1)[CH2:3][CH:2]2[C:8]1[NH:12][C:11]2[C:13]([O:33]C)=[CH:14][CH:15]=[C:16]([C:17]([NH:19][C@H:20]3[CH2:25][CH2:24][CH2:23][N:22](C(OC(C)(C)C)=O)[CH2:21]3)=[O:18])[C:10]=2[N:9]=1.B(Br)(Br)Br. No catalyst specified. The product is [CH:1]12[CH2:7][CH:4]([CH2:5][CH2:6]1)[CH2:3][CH:2]2[C:8]1[NH:12][C:11]2[C:13]([OH:33])=[CH:14][CH:15]=[C:16]([C:17]([NH:19][C@H:20]3[CH2:25][CH2:24][CH2:23][NH:22][CH2:21]3)=[O:18])[C:10]=2[N:9]=1. The yield is 0.520. (2) The reactants are [O:1]1[CH2:6][CH2:5][CH:4]([C:7]([OH:9])=[O:8])[CH2:3][CH2:2]1.S(Cl)(Cl)=O.N1C=CC=CC=1.O[C:21]1[CH:28]=[CH:27][C:24]([CH:25]=[O:26])=[CH:23][CH:22]=1. The catalyst is C(Cl)Cl.O. The product is [O:1]1[CH2:6][CH2:5][CH:4]([C:7]([O:9][C:21]2[CH:28]=[CH:27][C:24]([CH:25]=[O:26])=[CH:23][CH:22]=2)=[O:8])[CH2:3][CH2:2]1. The yield is 0.870.